Dataset: Catalyst prediction with 721,799 reactions and 888 catalyst types from USPTO. Task: Predict which catalyst facilitates the given reaction. (1) Reactant: [C:1]([C:3]1[C:4]([CH3:16])=[CH:5][C:6]([C:11](OCC)=[O:12])=[N:7][C:8]=1[O:9][CH3:10])#[N:2].[Cl-].[Ca+2].[Cl-].[BH4-].[Na+].CCOC(C)=O. Product: [OH:12][CH2:11][C:6]1[CH:5]=[C:4]([CH3:16])[C:3]([C:1]#[N:2])=[C:8]([O:9][CH3:10])[N:7]=1. The catalyst class is: 214. (2) Reactant: [C:1]([NH:5][CH2:6][CH2:7][CH:8]1[CH2:13][CH2:12][N:11](C(OC(C)(C)C)=O)[CH2:10][CH2:9]1)(=[O:4])[CH:2]=[CH2:3]. Product: [NH:11]1[CH2:12][CH2:13][CH:8]([CH2:7][CH2:6][NH:5][C:1](=[O:4])[CH:2]=[CH2:3])[CH2:9][CH2:10]1. The catalyst class is: 209. (3) Reactant: [NH:1]1[CH2:6][CH2:5][CH:4]([O:7][C:8]2[CH:13]=[CH:12][C:11]([N:14]3[CH:18]=[C:17]([C:19]([O:21][CH2:22][CH3:23])=[O:20])[CH:16]=[N:15]3)=[CH:10][CH:9]=2)[CH2:3][CH2:2]1.[C:24]1(=O)[CH2:27][CH2:26][CH2:25]1.C(O)(=O)C.C(O[BH-](OC(=O)C)OC(=O)C)(=O)C.[Na+]. Product: [CH:24]1([N:1]2[CH2:6][CH2:5][CH:4]([O:7][C:8]3[CH:13]=[CH:12][C:11]([N:14]4[CH:18]=[C:17]([C:19]([O:21][CH2:22][CH3:23])=[O:20])[CH:16]=[N:15]4)=[CH:10][CH:9]=3)[CH2:3][CH2:2]2)[CH2:27][CH2:26][CH2:25]1. The catalyst class is: 22. (4) Reactant: Br[C:2]1[C:3](=[O:19])[N:4]([CH3:18])[N:5]([CH3:17])[C:6]=1[C:7]1[CH:8]=[C:9]2[C:14](=[CH:15][CH:16]=1)[N:13]=[CH:12][CH:11]=[N:10]2.[S:20]1[CH:24]=[CH:23][C:22](B(O)O)=[CH:21]1.ClCCl.C(=O)([O-])[O-].[Na+].[Na+]. Product: [CH3:17][N:5]1[C:6]([C:7]2[CH:8]=[C:9]3[C:14](=[CH:15][CH:16]=2)[N:13]=[CH:12][CH:11]=[N:10]3)=[C:2]([C:22]2[CH:23]=[CH:24][S:20][CH:21]=2)[C:3](=[O:19])[N:4]1[CH3:18]. The catalyst class is: 117. (5) Product: [F:34][CH:2]([F:1])[C:3]1[CH:7]=[C:6]([CH:8]([F:10])[F:9])[N:5]([CH2:11][C:12]([N:14]2[CH2:19][CH2:18][CH:17]([C:20]3[S:21][CH:22]=[C:23]([C:25]4[CH2:29][CH:28]([C:30]([OH:32])=[O:31])[O:27][N:26]=4)[N:24]=3)[CH2:16][CH2:15]2)=[O:13])[N:4]=1. The catalyst class is: 30. Reactant: [F:1][CH:2]([F:34])[C:3]1[CH:7]=[C:6]([CH:8]([F:10])[F:9])[N:5]([CH2:11][C:12]([N:14]2[CH2:19][CH2:18][CH:17]([C:20]3[S:21][CH:22]=[C:23]([C:25]4[CH2:29][CH:28]([C:30]([O:32]C)=[O:31])[O:27][N:26]=4)[N:24]=3)[CH2:16][CH2:15]2)=[O:13])[N:4]=1.O.[OH-].[Li+]. (6) Reactant: [F:1][C:2]1[CH:7]=[CH:6][C:5]([C:8]2[C:9]3[CH:21]=[CH:20][C:19](=[O:22])[N:18]([C:23]4[CH:28]=[CH:27][CH:26]=[CH:25][C:24]=4[CH3:29])[C:10]=3[N:11]=[C:12](S(C)(=O)=O)[N:13]=2)=[C:4]([CH3:30])[CH:3]=1.[CH2:31]([CH2:33][NH2:34])[OH:32].O.CN1[C:41](=[O:42])CCC1. Product: [F:1][C:2]1[CH:7]=[CH:6][C:5]([C:8]2[C:9]3[CH:21]=[CH:20][C:19](=[O:22])[N:18]([C:23]4[CH:28]=[CH:27][CH:26]=[CH:25][C:24]=4[CH3:29])[C:10]=3[N:11]=[C:12]([NH:34][CH2:33][CH2:31][OH:32])[N:13]=2)=[C:4]([CH3:30])[CH:3]=1.[F:1][C:2]1[CH:7]=[CH:6][C:5]([C:8]2[C:9]3[CH:21]=[CH:20][C:19](=[O:22])[N:18]([C:23]4[CH:28]=[CH:27][CH:26]=[CH:25][C:24]=4[CH3:29])[C:10]=3[N:11]=[C:12]([NH:34][CH:33]([CH2:41][OH:42])[CH2:31][OH:32])[N:13]=2)=[C:4]([CH3:30])[CH:3]=1. The catalyst class is: 25. (7) Reactant: C([O-])(=O)C.[Na+].Br[CH:7]([CH3:11])[C:8]([O-:10])=[O:9].[CH3:12][O:13][C:14]1[CH:20]=[CH:19][C:18]([CH2:21][S:22]([CH2:25][CH2:26][C:27]2[C:32]([O:33][CH3:34])=[CH:31][C:30]([O:35][CH3:36])=[CH:29][C:28]=2[O:37][CH3:38])(=[O:24])=[O:23])=[CH:17][C:15]=1[NH2:16].C(Cl)(Cl)Cl.CO. Product: [CH3:12][O:13][C:14]1[CH:20]=[CH:19][C:18]([CH2:21][S:22]([CH2:25][CH2:26][C:27]2[C:28]([O:37][CH3:38])=[CH:29][C:30]([O:35][CH3:36])=[CH:31][C:32]=2[O:33][CH3:34])(=[O:24])=[O:23])=[CH:17][C:15]=1[NH:16][CH:7]([CH3:11])[C:8]([OH:10])=[O:9]. The catalyst class is: 8.